This data is from Catalyst prediction with 721,799 reactions and 888 catalyst types from USPTO. The task is: Predict which catalyst facilitates the given reaction. (1) Reactant: [Cl:1][C:2]1[CH:7]=[C:6]([N+:8]([O-:10])=[O:9])[CH:5]=[CH:4][C:3]=1[CH3:11].C(O[CH:17](N(C)C)[N:18]([CH3:20])[CH3:19])(C)(C)C. Product: [Cl:1][C:2]1[CH:7]=[C:6]([N+:8]([O-:10])=[O:9])[CH:5]=[CH:4][C:3]=1/[CH:11]=[CH:17]/[N:18]([CH3:20])[CH3:19]. The catalyst class is: 1. (2) Reactant: Br[CH:2]([C:8](=O)[CH2:9][C:10]1[CH:15]=[CH:14][C:13]([Cl:16])=[CH:12][CH:11]=1)[C:3]([O:5][CH2:6][CH3:7])=[O:4].[NH2:18][C:19]([NH2:21])=[S:20]. Product: [NH2:21][C:19]1[S:20][C:2]([C:3]([O:5][CH2:6][CH3:7])=[O:4])=[C:8]([CH2:9][C:10]2[CH:15]=[CH:14][C:13]([Cl:16])=[CH:12][CH:11]=2)[N:18]=1. The catalyst class is: 32. (3) Reactant: C[O:2][C:3](=[O:46])[C@@H:4]([NH:8][S:9]([C:12]1[CH:17]=[CH:16][C:15]([C:18]2[CH:23]=[CH:22][C:21]([NH:24][C:25]([C:27]3[O:28][C:29]4[CH:36]=[CH:35][CH:34]=[C:33]([C:37]5[CH:42]=[CH:41][CH:40]=[C:39]([N+:43]([O-:45])=[O:44])[CH:38]=5)[C:30]=4[C:31]=3[CH3:32])=[O:26])=[CH:20][CH:19]=2)=[CH:14][CH:13]=1)(=[O:11])=[O:10])[CH:5]([CH3:7])[CH3:6].[Li+].[OH-]. Product: [CH3:6][CH:5]([CH3:7])[C@H:4]([NH:8][S:9]([C:12]1[CH:17]=[CH:16][C:15]([C:18]2[CH:19]=[CH:20][C:21]([NH:24][C:25]([C:27]3[O:28][C:29]4[CH:36]=[CH:35][CH:34]=[C:33]([C:37]5[CH:42]=[CH:41][CH:40]=[C:39]([N+:43]([O-:45])=[O:44])[CH:38]=5)[C:30]=4[C:31]=3[CH3:32])=[O:26])=[CH:22][CH:23]=2)=[CH:14][CH:13]=1)(=[O:11])=[O:10])[C:3]([OH:46])=[O:2]. The catalyst class is: 1. (4) Reactant: [Cl:1][C:2]1[CH:8]=[C:7]([Cl:9])[CH:6]=[CH:5][C:3]=1[NH2:4].[H-].[Na+].Cl[C:13]1[C:22]2[C:17](=[CH:18][C:19]3[CH:26]=[CH:25][C:24]([O:27][CH3:28])=[CH:23][C:20]=3[CH:21]=2)[N:16]=[CH:15][C:14]=1[C:29]#[N:30]. Product: [Cl:1][C:2]1[CH:8]=[C:7]([Cl:9])[CH:6]=[CH:5][C:3]=1[NH:4][C:13]1[C:22]2[C:17](=[CH:18][C:19]3[CH:26]=[CH:25][C:24]([O:27][CH3:28])=[CH:23][C:20]=3[CH:21]=2)[N:16]=[CH:15][C:14]=1[C:29]#[N:30]. The catalyst class is: 3. (5) Reactant: P(Cl)(Cl)([Cl:3])=O.[CH3:6][O:7][C:8]1[CH:9]=[C:10]2[C:15](=[CH:16][C:17]=1[O:18][CH3:19])[N:14]=[CH:13][NH:12][C:11]2=O. Product: [Cl:3][C:11]1[C:10]2[C:15](=[CH:16][C:17]([O:18][CH3:19])=[C:8]([O:7][CH3:6])[CH:9]=2)[N:14]=[CH:13][N:12]=1. The catalyst class is: 11. (6) Reactant: C(OC([N:8]1[CH2:13][CH2:12][N:11]([C:14]2[CH:19]=[C:18]([N:20]3[CH2:25][CH2:24][O:23][CH2:22][CH2:21]3)[CH:17]=[CH:16][C:15]=2[CH:26]2[CH2:31][C:30]([CH3:33])([CH3:32])[CH2:29][C:28]([CH3:35])([CH3:34])[CH2:27]2)[CH2:10][CH2:9]1)=O)(C)(C)C.FC(F)(F)C(O)=O.ClCCl.C(=O)([O-])O.[Na+]. Product: [N:11]1([C:14]2[CH:19]=[C:18]([N:20]3[CH2:21][CH2:22][O:23][CH2:24][CH2:25]3)[CH:17]=[CH:16][C:15]=2[CH:26]2[CH2:27][C:28]([CH3:35])([CH3:34])[CH2:29][C:30]([CH3:32])([CH3:33])[CH2:31]2)[CH2:10][CH2:9][NH:8][CH2:13][CH2:12]1. The catalyst class is: 13.